This data is from Peptide-MHC class I binding affinity with 185,985 pairs from IEDB/IMGT. The task is: Regression. Given a peptide amino acid sequence and an MHC pseudo amino acid sequence, predict their binding affinity value. This is MHC class I binding data. The peptide sequence is LSIIFGRSY. The MHC is HLA-A25:01 with pseudo-sequence HLA-A25:01. The binding affinity (normalized) is 0.0847.